This data is from Catalyst prediction with 721,799 reactions and 888 catalyst types from USPTO. The task is: Predict which catalyst facilitates the given reaction. (1) Reactant: [NH2:1][C:2]1[CH:7]=[CH:6][CH:5]=[CH:4][N:3]=1.[F:8][C:9]([F:19])([F:18])[C:10](=O)[CH2:11][C:12](OCC)=[O:13].[Br:20]Br. Product: [BrH:20].[Br:20][C:11]1[C:12](=[O:13])[N:3]2[CH:4]=[CH:5][CH:6]=[CH:7][C:2]2=[N:1][C:10]=1[C:9]([F:19])([F:18])[F:8]. The catalyst class is: 15. (2) Reactant: [CH3:1][Si](C=[N+]=[N-])(C)C.[NH2:8][C:9]1([C:21]([O-:23])=[O:22])[CH2:13][CH2:12][N:11]([C:14]([O:16][C:17]([CH3:20])([CH3:19])[CH3:18])=[O:15])[CH2:10]1. Product: [CH3:1][O:22][C:21]([C:9]1([NH2:8])[CH2:13][CH2:12][N:11]([C:14]([O:16][C:17]([CH3:18])([CH3:19])[CH3:20])=[O:15])[CH2:10]1)=[O:23]. The catalyst class is: 5. (3) Reactant: Cl.[N:2]1([CH2:7][C:8]2[CH:13]=[CH:12][C:11]([CH2:14][CH2:15][NH2:16])=[CH:10][CH:9]=2)[CH2:6][CH2:5][CH2:4][CH2:3]1.[H][H]. Product: [N:2]1([CH2:7][CH:8]2[CH2:13][CH2:12][CH:11]([CH2:14][CH2:15][NH2:16])[CH2:10][CH2:9]2)[CH2:6][CH2:5][CH2:4][CH2:3]1. The catalyst class is: 663. (4) Reactant: [Cl:1][C:2]1[CH:3]=[C:4]([N:8]2[C:12]([NH2:13])=[CH:11][C:10]([CH3:14])=[N:9]2)[CH:5]=[CH:6][CH:7]=1.[O:15]1[CH:19]=[CH:18][CH:17]=[C:16]1[C:20](=O)[CH2:21][C:22](=O)[C:23]([O:25][CH3:26])=[O:24]. Product: [Cl:1][C:2]1[CH:3]=[C:4]([N:8]2[C:12]3[N:13]=[C:20]([C:16]4[O:15][CH:19]=[CH:18][CH:17]=4)[CH:21]=[C:22]([C:23]([O:25][CH3:26])=[O:24])[C:11]=3[C:10]([CH3:14])=[N:9]2)[CH:5]=[CH:6][CH:7]=1. The catalyst class is: 52. (5) Reactant: [NH2:1][C:2]1[CH:3]=[C:4]([CH:21]=[CH:22][CH:23]=1)[O:5][C:6]1[CH:7]=[CH:8][C:9]2[N:10]([CH:12]=[C:13]([NH:15][C:16]([CH:18]3[CH2:20][CH2:19]3)=[O:17])[N:14]=2)[N:11]=1.Cl.[N:25]1[CH:30]=[CH:29][CH:28]=[CH:27][C:26]=1[C:31](Cl)=[O:32].C(=O)([O-])O.[Na+]. Product: [CH:18]1([C:16]([NH:15][C:13]2[N:14]=[C:9]3[CH:8]=[CH:7][C:6]([O:5][C:4]4[CH:3]=[C:2]([NH:1][C:31]([C:26]5[CH:27]=[CH:28][CH:29]=[CH:30][N:25]=5)=[O:32])[CH:23]=[CH:22][CH:21]=4)=[N:11][N:10]3[CH:12]=2)=[O:17])[CH2:20][CH2:19]1. The catalyst class is: 60.